Dataset: Reaction yield outcomes from USPTO patents with 853,638 reactions. Task: Predict the reaction yield, written as a fraction of the theoretical maximum amount of product (1.0 means a 100% yield; for example, 0.34 means a 34% yield). (1) The reactants are Br[CH:2]1[CH2:8][CH2:7][CH2:6][CH2:5][CH:4]([C:9]([O:11][CH3:12])=[O:10])[C:3]1=O.[Cl:14][C:15]1[CH:21]=[CH:20][C:18]([NH2:19])=[CH:17][CH:16]=1.O. The catalyst is C(Cl)Cl. The product is [Cl:14][C:15]1[CH:16]=[C:17]2[C:18](=[CH:20][CH:21]=1)[NH:19][C:3]1[CH:4]([C:9]([O:11][CH3:12])=[O:10])[CH2:5][CH2:6][CH2:7][CH2:8][C:2]2=1. The yield is 0.530. (2) The reactants are [C:1]([O:5][C:6]([NH:8][C@@H:9]([CH3:14])[C:10]([O:12][CH3:13])=[O:11])=[O:7])([CH3:4])([CH3:3])[CH3:2].[H-].[Na+].[CH2:17](I)[CH3:18]. The catalyst is C1COCC1. The product is [C:1]([O:5][C:6]([N:8]([CH2:17][CH3:18])[C@@H:9]([CH3:14])[C:10]([O:12][CH3:13])=[O:11])=[O:7])([CH3:4])([CH3:3])[CH3:2]. The yield is 0.390. (3) The reactants are CC(OC([N:8](C(OC(C)(C)C)=O)[N:9]([C:17]1[C:22]([F:23])=[C:21]([N:24]2[CH2:29][CH2:28][O:27][CH2:26][C@@H:25]2[CH3:30])[N:20]=[C:19]([Cl:31])[N:18]=1)C(OC(C)(C)C)=O)=O)(C)C.[ClH:39].[CH3:40]COCC. The catalyst is C(Cl)Cl. The product is [ClH:31].[ClH:39].[F:23][C:22]1[C:21]([N:24]2[CH2:29][CH2:28][O:27][CH2:26][C@@H:25]2[CH3:30])=[N:20][C:19]([CH3:40])=[N:18][C:17]=1[NH:9][NH2:8]. The yield is 0.650. (4) The reactants are [CH3:1][O:2][C:3](=[O:26])[CH2:4][CH2:5][CH2:6][CH2:7][CH2:8][CH2:9][N:10]1[C:15](=[O:16])[CH2:14][CH2:13][CH2:12][C@@H:11]1/[CH:17]=[CH:18]/[CH:19]([OH:25])[CH2:20][CH2:21][CH2:22][CH2:23][CH3:24].[H][H]. The catalyst is [Pd].CO. The product is [CH3:1][O:2][C:3](=[O:26])[CH2:4][CH2:5][CH2:6][CH2:7][CH2:8][CH2:9][N:10]1[C:15](=[O:16])[CH2:14][CH2:13][CH2:12][C@@H:11]1[CH2:17][CH2:18][CH:19]([OH:25])[CH2:20][CH2:21][CH2:22][CH2:23][CH3:24]. The yield is 0.840. (5) The reactants are [CH:1]1([C:4]([N:6]2[CH2:10][CH2:9][C@@H:8]([CH2:11][N:12]3[C:20]4[CH:19]=[CH:18][N:17]=[CH:16][C:15]=4[N:14]=[C:13]3[C:21]3[CH:26]=[CH:25][C:24](B4OC(C)(C)C(C)(C)O4)=[CH:23][CH:22]=3)[CH2:7]2)=[O:5])[CH2:3][CH2:2]1.Br[C:37]1[CH:38]=[C:39]2[NH:45][CH:44]=[CH:43][C:40]2=[N:41][CH:42]=1.C(=O)([O-])[O-].[K+].[K+]. The catalyst is O1CCOCC1.C1C=CC(P(C2C=CC=CC=2)[C-]2C=CC=C2)=CC=1.C1C=CC(P(C2C=CC=CC=2)[C-]2C=CC=C2)=CC=1.Cl[Pd]Cl.[Fe+2].ClCCl. The product is [CH:1]1([C:4]([N:6]2[CH2:10][CH2:9][C@@H:8]([CH2:11][N:12]3[C:20]4[CH:19]=[CH:18][N:17]=[CH:16][C:15]=4[N:14]=[C:13]3[C:21]3[CH:26]=[CH:25][C:24]([C:37]4[CH:38]=[C:39]5[NH:45][CH:44]=[CH:43][C:40]5=[N:41][CH:42]=4)=[CH:23][CH:22]=3)[CH2:7]2)=[O:5])[CH2:3][CH2:2]1. The yield is 0.150. (6) The reactants are [Br:1][C:2]1[CH:3]=[C:4]2[C:9](=[CH:10][CH:11]=1)[N:8]=[CH:7][C:6]([C:12](=[O:14])[CH3:13])=[C:5]2Cl.[N:16]1([CH2:21][CH2:22][C:23]2[CH:24]=[C:25]([CH:27]=[CH:28][CH:29]=2)[NH2:26])[CH2:20][CH2:19][CH2:18][CH2:17]1. No catalyst specified. The product is [Br:1][C:2]1[CH:3]=[C:4]2[C:9](=[CH:10][CH:11]=1)[N:8]=[CH:7][C:6]([C:12](=[O:14])[CH3:13])=[C:5]2[NH:26][C:25]1[CH:27]=[CH:28][CH:29]=[C:23]([CH2:22][CH2:21][N:16]2[CH2:17][CH2:18][CH2:19][CH2:20]2)[CH:24]=1. The yield is 0.710. (7) The reactants are [Br:1][C:2]1[CH:3]=[C:4]2[C:9](=[CH:10][CH:11]=1)[N:8]=[CH:7][N:6]1[C:12]3[CH:13]=[CH:14][CH:15]=[CH:16][C:17]=3[CH:18]=[C:5]21.[BH4-].[Na+]. The catalyst is CO. The product is [Br:1][C:2]1[CH:3]=[C:4]2[C:9](=[CH:10][CH:11]=1)[NH:8][CH2:7][N:6]1[C:12]3[CH:13]=[CH:14][CH:15]=[CH:16][C:17]=3[CH:18]=[C:5]21. The yield is 0.560.